Dataset: Forward reaction prediction with 1.9M reactions from USPTO patents (1976-2016). Task: Predict the product of the given reaction. (1) Given the reactants Br[C:2]1[S:3][C:4]([CH2:8][CH:9]2[CH2:14][CH2:13][CH2:12][CH2:11][CH2:10]2)=[C:5]([Br:7])[N:6]=1.[Li]CCCC.[CH2:20]([O:22][C:23](Cl)=[O:24])[CH3:21], predict the reaction product. The product is: [Br:7][C:5]1[N:6]=[C:2]([C:23]([O:22][CH2:20][CH3:21])=[O:24])[S:3][C:4]=1[CH2:8][CH:9]1[CH2:14][CH2:13][CH2:12][CH2:11][CH2:10]1. (2) Given the reactants CI.[CH:3](Cl)(Cl)Cl.[N+:7]([C:10]1[CH:11]=[C:12]([N:17]2[N:21]=[CH:20][CH:19]=[N:18]2)[C:13]([OH:16])=[N:14][CH:15]=1)([O-:9])=[O:8].[N+:22]([C:25]1[CH:26]=[C:27]([N:32]2[CH:36]=[CH:35][N:34]=[N:33]2)[C:28]([OH:31])=[N:29][CH:30]=1)([O-:24])=[O:23], predict the reaction product. The product is: [CH3:25][N:14]1[CH:15]=[C:10]([N+:7]([O-:9])=[O:8])[CH:11]=[C:12]([N:17]2[N:21]=[CH:20][CH:19]=[N:18]2)[C:13]1=[O:16].[CH3:3][N:29]1[CH:30]=[C:25]([N+:22]([O-:24])=[O:23])[CH:26]=[C:27]([N:32]2[CH:36]=[CH:35][N:34]=[N:33]2)[C:28]1=[O:31].